This data is from Forward reaction prediction with 1.9M reactions from USPTO patents (1976-2016). The task is: Predict the product of the given reaction. (1) Given the reactants F[C:2]1[CH:7]=[CH:6][CH:5]=[CH:4][N:3]=1.[C:8]([CH:10]1[CH2:13][N:12]([C:14]([O:16][C:17]([CH3:20])([CH3:19])[CH3:18])=[O:15])[CH2:11]1)#[N:9].[Li+].C[Si]([N-][Si](C)(C)C)(C)C.[NH4+].[Cl-], predict the reaction product. The product is: [C:8]([C:10]1([C:2]2[CH:7]=[CH:6][CH:5]=[CH:4][N:3]=2)[CH2:13][N:12]([C:14]([O:16][C:17]([CH3:20])([CH3:19])[CH3:18])=[O:15])[CH2:11]1)#[N:9]. (2) Given the reactants [OH:1][CH:2]([CH2:39][OH:40])[CH2:3][O:4][C:5]1[CH:10]=[CH:9][C:8]([C:11]2[C:12]3[CH:19]=[C:18]([CH2:20][O:21][C:22]4[CH:27]=[CH:26][C:25]([C@@H:28]([C:35]#[C:36][CH3:37])[CH2:29][C:30]([O:32]CC)=[O:31])=[CH:24][CH:23]=4)[CH:17]=[CH:16][C:13]=3[S:14][CH:15]=2)=[C:7]([CH3:38])[CH:6]=1.[Li+].[OH-].Cl, predict the reaction product. The product is: [OH:1][CH:2]([CH2:39][OH:40])[CH2:3][O:4][C:5]1[CH:10]=[CH:9][C:8]([C:11]2[C:12]3[CH:19]=[C:18]([CH2:20][O:21][C:22]4[CH:27]=[CH:26][C:25]([C@@H:28]([C:35]#[C:36][CH3:37])[CH2:29][C:30]([OH:32])=[O:31])=[CH:24][CH:23]=4)[CH:17]=[CH:16][C:13]=3[S:14][CH:15]=2)=[C:7]([CH3:38])[CH:6]=1.